Dataset: Reaction yield outcomes from USPTO patents with 853,638 reactions. Task: Predict the reaction yield, written as a fraction of the theoretical maximum amount of product (1.0 means a 100% yield; for example, 0.34 means a 34% yield). (1) The reactants are [CH:1]1([NH:4][C:5]([C:7]2[CH:11]=[CH:10][NH:9][CH:8]=2)=[O:6])[CH2:3][CH2:2]1.[H-].[Na+].[CH3:14][C:15]([C:19]1[N:23]([CH2:24][CH:25]2[CH2:30][CH2:29][O:28][CH2:27][CH2:26]2)[C:22]2[CH:31]=[CH:32][C:33]([S:35](Cl)(=[O:37])=[O:36])=[CH:34][C:21]=2[N:20]=1)([CH3:18])[CH2:16][CH3:17]. The catalyst is C1COCC1. The product is [CH:1]1([NH:4][C:5]([C:7]2[CH:11]=[CH:10][N:9]([S:35]([C:33]3[CH:32]=[CH:31][C:22]4[N:23]([CH2:24][CH:25]5[CH2:26][CH2:27][O:28][CH2:29][CH2:30]5)[C:19]([C:15]([CH3:18])([CH3:14])[CH2:16][CH3:17])=[N:20][C:21]=4[CH:34]=3)(=[O:37])=[O:36])[CH:8]=2)=[O:6])[CH2:3][CH2:2]1. The yield is 0.830. (2) The reactants are O1[C:5]2([CH2:10][CH2:9][CH:8]([N:11]3[C:16](=[O:17])[C:15]([CH2:18][C:19]4[CH:24]=[CH:23][C:22]([C:25]5[CH:30]=[CH:29][CH:28]=[CH:27][C:26]=5[C:31]5[NH:35][C:34](=[O:36])[O:33][N:32]=5)=[CH:21][CH:20]=4)=[C:14]([CH2:37][CH2:38][CH3:39])[N:13]4[N:40]=[CH:41][N:42]=[C:12]34)[CH2:7][CH2:6]2)[O:4]CC1.Cl.O1CCCC1. The catalyst is C(OCC)(=O)C. The product is [O:4]=[C:5]1[CH2:10][CH2:9][CH:8]([N:11]2[C:16](=[O:17])[C:15]([CH2:18][C:19]3[CH:20]=[CH:21][C:22]([C:25]4[CH:30]=[CH:29][CH:28]=[CH:27][C:26]=4[C:31]4[NH:35][C:34](=[O:36])[O:33][N:32]=4)=[CH:23][CH:24]=3)=[C:14]([CH2:37][CH2:38][CH3:39])[N:13]3[N:40]=[CH:41][N:42]=[C:12]23)[CH2:7][CH2:6]1. The yield is 0.810. (3) The reactants are Br[C:2]1[CH:7]=[CH:6][C:5]([F:8])=[CH:4][N:3]=1.C(N(CC)CC)C.C[OH:17].[C]=O.C[CH2:21][O:22][CH2:23]C. The catalyst is C([O-])(=O)C.[Pd+2].C([O-])(=O)C.C1(P(C2C=CC=CC=2)[C-]2C=CC=C2)C=CC=CC=1.[C-]1(P(C2C=CC=CC=2)C2C=CC=CC=2)C=CC=C1.[Fe+2].CN(C=O)C. The product is [F:8][C:5]1[CH:6]=[CH:7][C:2]([C:21]([O:22][CH3:23])=[O:17])=[N:3][CH:4]=1. The yield is 0.410. (4) The reactants are [F:1][CH:2]([F:22])[O:3][C:4]1[CH:9]=[CH:8][C:7]([NH:10][CH:11]2[CH2:16][CH2:15][N:14]([C@H:17]([CH3:21])[CH2:18][C:19]#[N:20])[CH2:13][CH2:12]2)=[CH:6][CH:5]=1.Cl.[C:24](Cl)(=[O:31])[C:25]1[CH:30]=[CH:29][CH:28]=[N:27][CH:26]=1.CCN(C(C)C)C(C)C. The catalyst is C1COCC1. The product is [C:19]([CH2:18][C@H:17]([N:14]1[CH2:15][CH2:16][CH:11]([N:10]([C:7]2[CH:6]=[CH:5][C:4]([O:3][CH:2]([F:1])[F:22])=[CH:9][CH:8]=2)[C:24](=[O:31])[C:25]2[CH:30]=[CH:29][CH:28]=[N:27][CH:26]=2)[CH2:12][CH2:13]1)[CH3:21])#[N:20]. The yield is 0.390. (5) The reactants are [Br:1][C:2]1[CH:10]=[CH:9][C:5]([C:6]([OH:8])=[O:7])=[CH:4][CH:3]=1.C(OC(O[C:14]([CH3:17])([CH3:16])[CH3:15])=O)(O[C:14]([CH3:17])([CH3:16])[CH3:15])=O. The catalyst is C(O)(C)(C)C. The product is [Br:1][C:2]1[CH:10]=[CH:9][C:5]([C:6]([O:8][C:14]([CH3:17])([CH3:16])[CH3:15])=[O:7])=[CH:4][CH:3]=1. The yield is 0.620.